From a dataset of NCI-60 drug combinations with 297,098 pairs across 59 cell lines. Regression. Given two drug SMILES strings and cell line genomic features, predict the synergy score measuring deviation from expected non-interaction effect. (1) Drug 1: CCC1=CC2CC(C3=C(CN(C2)C1)C4=CC=CC=C4N3)(C5=C(C=C6C(=C5)C78CCN9C7C(C=CC9)(C(C(C8N6C)(C(=O)OC)O)OC(=O)C)CC)OC)C(=O)OC.C(C(C(=O)O)O)(C(=O)O)O. Drug 2: CC(C)CN1C=NC2=C1C3=CC=CC=C3N=C2N. Cell line: K-562. Synergy scores: CSS=68.6, Synergy_ZIP=1.86, Synergy_Bliss=5.29, Synergy_Loewe=-14.2, Synergy_HSA=4.48. (2) Cell line: K-562. Synergy scores: CSS=88.4, Synergy_ZIP=4.25, Synergy_Bliss=4.09, Synergy_Loewe=0.0447, Synergy_HSA=0.795. Drug 1: C1CNP(=O)(OC1)N(CCCl)CCCl. Drug 2: C(CN)CNCCSP(=O)(O)O. (3) Drug 1: CN1C2=C(C=C(C=C2)N(CCCl)CCCl)N=C1CCCC(=O)O.Cl. Drug 2: CC12CCC3C(C1CCC2OP(=O)(O)O)CCC4=C3C=CC(=C4)OC(=O)N(CCCl)CCCl.[Na+]. Cell line: SR. Synergy scores: CSS=28.3, Synergy_ZIP=3.54, Synergy_Bliss=5.56, Synergy_Loewe=1.14, Synergy_HSA=7.99. (4) Drug 1: C1=C(C(=O)NC(=O)N1)F. Drug 2: CN(C(=O)NC(C=O)C(C(C(CO)O)O)O)N=O. Cell line: SK-MEL-28. Synergy scores: CSS=26.6, Synergy_ZIP=-2.20, Synergy_Bliss=-0.0499, Synergy_Loewe=-6.16, Synergy_HSA=2.04. (5) Drug 1: C1=NC2=C(N=C(N=C2N1C3C(C(C(O3)CO)O)O)F)N. Drug 2: CCCCCOC(=O)NC1=NC(=O)N(C=C1F)C2C(C(C(O2)C)O)O. Cell line: UACC62. Synergy scores: CSS=1.96, Synergy_ZIP=-1.38, Synergy_Bliss=-0.781, Synergy_Loewe=0.0486, Synergy_HSA=0.0487. (6) Drug 1: CC1CCC2CC(C(=CC=CC=CC(CC(C(=O)C(C(C(=CC(C(=O)CC(OC(=O)C3CCCCN3C(=O)C(=O)C1(O2)O)C(C)CC4CCC(C(C4)OC)O)C)C)O)OC)C)C)C)OC. Drug 2: CC12CCC3C(C1CCC2O)C(CC4=C3C=CC(=C4)O)CCCCCCCCCS(=O)CCCC(C(F)(F)F)(F)F. Cell line: SK-OV-3. Synergy scores: CSS=-2.85, Synergy_ZIP=-0.224, Synergy_Bliss=-3.27, Synergy_Loewe=-0.519, Synergy_HSA=-4.23. (7) Cell line: NCI-H460. Synergy scores: CSS=-1.15, Synergy_ZIP=6.30, Synergy_Bliss=0.349, Synergy_Loewe=-1.01, Synergy_HSA=-1.02. Drug 1: CCC(=C(C1=CC=CC=C1)C2=CC=C(C=C2)OCCN(C)C)C3=CC=CC=C3.C(C(=O)O)C(CC(=O)O)(C(=O)O)O. Drug 2: C1CC(=O)NC(=O)C1N2C(=O)C3=CC=CC=C3C2=O. (8) Drug 1: C1=C(C(=O)NC(=O)N1)N(CCCl)CCCl. Cell line: SN12C. Drug 2: CC12CCC3C(C1CCC2OP(=O)(O)O)CCC4=C3C=CC(=C4)OC(=O)N(CCCl)CCCl.[Na+]. Synergy scores: CSS=25.8, Synergy_ZIP=-0.490, Synergy_Bliss=-6.44, Synergy_Loewe=-6.06, Synergy_HSA=-4.32. (9) Drug 1: COC1=CC(=CC(=C1O)OC)C2C3C(COC3=O)C(C4=CC5=C(C=C24)OCO5)OC6C(C(C7C(O6)COC(O7)C8=CC=CS8)O)O. Drug 2: CCCCC(=O)OCC(=O)C1(CC(C2=C(C1)C(=C3C(=C2O)C(=O)C4=C(C3=O)C=CC=C4OC)O)OC5CC(C(C(O5)C)O)NC(=O)C(F)(F)F)O. Cell line: OVCAR3. Synergy scores: CSS=12.7, Synergy_ZIP=-5.65, Synergy_Bliss=-1.67, Synergy_Loewe=-4.17, Synergy_HSA=-1.36.